This data is from Reaction yield outcomes from USPTO patents with 853,638 reactions. The task is: Predict the reaction yield, written as a fraction of the theoretical maximum amount of product (1.0 means a 100% yield; for example, 0.34 means a 34% yield). (1) The reactants are [CH3:1][O:2][C:3]([CH:5]1[CH2:8][CH:7]([OH:9])[CH2:6]1)=[O:4].[H-].[Na+].[CH2:12](Br)[C:13]1[CH:18]=[CH:17][CH:16]=[CH:15][CH:14]=1. The catalyst is CN(C=O)C. The product is [CH3:1][O:2][C:3]([C@H:5]1[CH2:8][C@H:7]([O:9][CH2:12][C:13]2[CH:18]=[CH:17][CH:16]=[CH:15][CH:14]=2)[CH2:6]1)=[O:4]. The yield is 0.341. (2) The reactants are [O:1]=[S:2]1(=[O:26])[CH:7]=[CH:6][N:5]([C:8]2[C:13]([F:14])=[CH:12][C:11]([N:15]3[CH2:19][C@H:18]([C:20](OC)=[O:21])[O:17][C:16]3=[O:24])=[CH:10][C:9]=2[F:25])[CH2:4][CH2:3]1.[NH3:27]. The catalyst is CO. The product is [O:26]=[S:2]1(=[O:1])[CH:7]=[CH:6][N:5]([C:8]2[C:9]([F:25])=[CH:10][C:11]([N:15]3[CH2:19][C@H:18]([C:20]([NH2:27])=[O:21])[O:17][C:16]3=[O:24])=[CH:12][C:13]=2[F:14])[CH2:4][CH2:3]1. The yield is 0.860. (3) The reactants are [NH2:1][C:2]1[CH:10]=[CH:9][C:5]([C:6]([OH:8])=[O:7])=[CH:4][C:3]=1[CH3:11].[CH2:12](O)[CH3:13]. The catalyst is S(=O)(=O)(O)O. The product is [NH2:1][C:2]1[CH:10]=[CH:9][C:5]([C:6]([O:8][CH2:12][CH3:13])=[O:7])=[CH:4][C:3]=1[CH3:11]. The yield is 0.990. (4) The product is [Cl:1][C:2]1[CH:3]=[CH:4][C:5]([F:30])=[C:6]([NH:8][C:9]2[CH:14]=[C:13]([NH:15][CH:16]3[CH2:18][CH2:17]3)[N:12]3[N:19]=[CH:20][C:21](/[CH:22]=[C:23]4/[C:24](=[O:29])[N:25]([CH2:31][OH:32])[C:26](=[O:28])[NH:27]/4)=[C:11]3[N:10]=2)[CH:7]=1. The catalyst is C(#N)C.N1C=CC=CC=1. The yield is 0.840. The reactants are [Cl:1][C:2]1[CH:3]=[CH:4][C:5]([F:30])=[C:6]([NH:8][C:9]2[CH:14]=[C:13]([NH:15][CH:16]3[CH2:18][CH2:17]3)[N:12]3[N:19]=[CH:20][C:21](/[CH:22]=[C:23]4/[C:24](=[O:29])[NH:25][C:26](=[O:28])[NH:27]/4)=[C:11]3[N:10]=2)[CH:7]=1.[CH2:31]=[O:32]. (5) The reactants are Cl.[CH2:2]([NH:4][C:5]([NH:7][C:8]1[CH:13]=[CH:12][C:11]([C:14]2[N:15]=[C:16]([N:24]3[CH2:29][CH2:28][O:27][CH2:26][C@@H:25]3[CH3:30])[C:17]3[CH2:23][CH2:22][NH:21][CH2:20][C:18]=3[N:19]=2)=[CH:10][CH:9]=1)=[O:6])[CH3:3].[O:31]1[CH2:35][CH2:34][CH:33]([CH:36]=O)[CH2:32]1.[BH-](OC(C)=O)(OC(C)=O)OC(C)=O.[Na+].[BH4-]. The catalyst is C1COCC1. The product is [CH2:2]([NH:4][C:5]([NH:7][C:8]1[CH:9]=[CH:10][C:11]([C:14]2[N:15]=[C:16]([N:24]3[CH2:29][CH2:28][O:27][CH2:26][C@@H:25]3[CH3:30])[C:17]3[CH2:23][CH2:22][N:21]([CH2:36][CH:33]4[CH2:34][CH2:35][O:31][CH2:32]4)[CH2:20][C:18]=3[N:19]=2)=[CH:12][CH:13]=1)=[O:6])[CH3:3]. The yield is 0.570.